Dataset: Full USPTO retrosynthesis dataset with 1.9M reactions from patents (1976-2016). Task: Predict the reactants needed to synthesize the given product. (1) Given the product [F:34][C:35]1[C:40]([F:41])=[CH:39][CH:38]=[CH:37][C:36]=1[CH2:42][CH2:43][C:44]1[N:49]([CH2:50][C:51]([N:16]([CH2:17][C:18]2[CH:23]=[CH:22][C:21]([C:24]3[CH:29]=[CH:28][C:27]([C:30]([F:32])([F:31])[F:33])=[CH:26][CH:25]=3)=[CH:20][CH:19]=2)[CH:13]2[CH2:14][CH2:15][N:10]([C:2]([CH3:1])([CH3:9])[C:3]([O:5][CH:6]([CH3:8])[CH3:7])=[O:4])[CH2:11][CH2:12]2)=[O:52])[C:48]2[N:54]=[CH:55][CH:56]=[CH:57][C:47]=2[C:46](=[O:58])[N:45]=1, predict the reactants needed to synthesize it. The reactants are: [CH3:1][C:2]([N:10]1[CH2:15][CH2:14][CH:13]([NH:16][CH2:17][C:18]2[CH:23]=[CH:22][C:21]([C:24]3[CH:29]=[CH:28][C:27]([C:30]([F:33])([F:32])[F:31])=[CH:26][CH:25]=3)=[CH:20][CH:19]=2)[CH2:12][CH2:11]1)([CH3:9])[C:3]([O:5][CH:6]([CH3:8])[CH3:7])=[O:4].[F:34][C:35]1[C:40]([F:41])=[CH:39][CH:38]=[CH:37][C:36]=1[CH2:42][CH2:43][C:44]1[N:49]([CH2:50][C:51](O)=[O:52])[C:48]2[N:54]=[CH:55][CH:56]=[CH:57][C:47]=2[C:46](=[O:58])[N:45]=1.CN(C(ON1N=NC2C=CC=NC1=2)=[N+](C)C)C.F[P-](F)(F)(F)(F)F.CCN(C(C)C)C(C)C. (2) The reactants are: [C:1]([C:4]1[CH:9]=[CH:8][CH:7]=[CH:6][CH:5]=1)(=[O:3])[CH3:2].[CH3:10][N:11]1[C:15]([CH:16]2[CH2:21][CH2:20][NH:19][CH2:18][CH2:17]2)=[CH:14][C:13]([CH3:22])=[N:12]1.[C:23](O)(C(F)(F)F)=O.C=O.[BH4-].[Na+].[NH4+].[Cl-]. Given the product [CH3:10][N:11]1[C:15]([CH:16]2[CH2:21][CH2:20][N:19]([CH2:23][CH2:2][CH:1]([C:4]3[CH:9]=[CH:8][CH:7]=[CH:6][CH:5]=3)[OH:3])[CH2:18][CH2:17]2)=[CH:14][C:13]([CH3:22])=[N:12]1, predict the reactants needed to synthesize it.